From a dataset of Forward reaction prediction with 1.9M reactions from USPTO patents (1976-2016). Predict the product of the given reaction. Given the reactants C[Si]([N-][Si](C)(C)C)(C)C.[Li+:10].[F:11][C:12]([F:24])([F:23])[C:13]1[CH:18]=[CH:17][C:16]([C:19](=[O:22])[CH2:20][CH3:21])=[CH:15][CH:14]=1.[C:25]([O:32][CH2:33][CH3:34])(=[O:31])[C:26]([O:28]CC)=O, predict the reaction product. The product is: [CH2:33]([O:32][C:25]([C:26](=[O:28])[CH:20]([CH3:21])[CH:19]([C:16]1[CH:15]=[CH:14][C:13]([C:12]([F:11])([F:23])[F:24])=[CH:18][CH:17]=1)[O-:22])=[O:31])[CH3:34].[Li+:10].